From a dataset of Drug-target binding data from BindingDB using IC50 measurements. Regression. Given a target protein amino acid sequence and a drug SMILES string, predict the binding affinity score between them. We predict pIC50 (pIC50 = -log10(IC50 in M); higher means more potent). Dataset: bindingdb_ic50. (1) The small molecule is O=C(O)/C=C/c1ccc(-c2ccc(F)cc2)c(Cl)c1. The target protein sequence is TLGTVLQLKQPLNTTRINAAEIESRVRELSKLAETTDKVKQGFWEEFETLQQQECKLLYSRKEGQRQENKNKNRYKNILPFDHTRVVLHDGDPNEPVSDYINANIIMPEFETKCNNSKPKKSYIATQGCLQNTVNDFWRMVFQENSRVIVMTTKEVERGKSKCVKYWPDEYALKEYGVMRVRNVKESAAHDYTLRELKLSKVGQALLQGNTERTVWQYHFRTWPDHGVPSDPGGVLDFLEEVHHKQESIMDAGPVVVHCSAGIGRTGTFIVIDILIDIIREKGVDCDIDVPKTIQMVRSQRSGMVQTEAQYRFIYMAVQHYIETLQRRIEEEQKSKRKGHEYTNIKYSLADQTSGDQSPLPPCTPTPPCAEMREDSARVYENVGLMQQQ. The pIC50 is 3.3. (2) The small molecule is COc1cccc(-c2cc3n(C)c(=O)c4ccc(-c5cccnc5)cc4n3n2)c1. The target protein (P31422) has sequence MKMLTRLQILMLALFSKGFLLSLGDHNFMRREIKIEGDLVLGGLFPINEKGTGTEECGRINEDRGIQRLEAMLFAIDEINKDNYLLPGVKLGVHILDTCSRDTYALEQSLEFVRASLTKVDEAEYMCPDGSYAIQENIPLLIAGVIGGSYSSVSIQVANLLRLFQIPQISYASTSAKLSDKSRYDYFARTVPPDFYQAKAMAEILRFFNWTYVSTVASEGDYGETGIEAFEQEARLRNICIATAEKVGRSNIRKSYDSVIRELLQKPNARVVVLFMRSDDSRELIAAANRVNASFTWVASDGWGAQESIVKGSEHVAYGAITLELASHPVRQFDRYFQSLNPYNNHRNPWFRDFWEQKFQCSLQNKRNHRQVCDKHLAIDSSNYEQESKIMFVVNAVYAMAHALHKMQRTLCPNTTKLCDAMKILDGKKLYKEYLLKINFTAPFNPNKGADSIVKFDTFGDGMGRYNVFNLQQTGGKYSYLKVGHWAETLSLDVDSIHWS.... The pIC50 is 5.9. (3) The small molecule is C=CC(=O)Nc1cccc(Nc2nc(Nc3ccc(NC4CN(CCF)C4)cc3OC)ncc2C(F)(F)F)c1. The target protein sequence is MRRRHIVRKRTLRRLLQERELVEPLTPSGEAPNQALLRILKETEFKKIKVLGSGAFGTVYKGLWIPEGEKVKIPVAIKELREATSPKANKEILDEAYVMASVDNPHVCRLLGICLTSTVQLITQLMPFGCLLDYVREHKDNIGSQYLLNWCVQIAKGMNYLEDRRLVHRDLAARNVLVKTPQHVKITDFGLAKLLGAEEKEYHAEGGKVPIKWMALESILHRIYTHQSDVWSYGVTVWELMTFGSKPYDGIPASEISSILEKGERLPQPPICTIDVYMIMVKCWMIDADSRPKFRELIIEFSKMARDPQRYLVIQGDERMHLPSPTDSNFYRALMDEEDMDDVVDADEYLIPQQGFFSSPSTSRTPLLSSLSATSNNSTVACIDRNGLQSCPIKEDSFLQRYSSDPTGALTEDSIDDTFLPVPEYINQSVPKRPAGSVQNPVYHNQPLNPAPSRDPHYQDPHSTAVGNPEYLNTVQPTCVNSTFDSPAHWAQKGSHQISL.... The pIC50 is 8.3. (4) The pIC50 is 4.9. The target protein (P02708) has sequence MEPWPLLLLFSLCSAGLVLGSEHETRLVAKLFKDYSSVVRPVEDHRQVVEVTVGLQLIQLINVDEVNQIVTTNVRLKQGDMVDLPRPSCVTLGVPLFSHLQNEQWVDYNLKWNPDDYGGVKKIHIPSEKIWRPDLVLYNNADGDFAIVKFTKVLLQYTGHITWTPPAIFKSYCEIIVTHFPFDEQNCSMKLGTWTYDGSVVAINPESDQPDLSNFMESGEWVIKESRGWKHSVTYSCCPDTPYLDITYHFVMQRLPLYFIVNVIIPCLLFSFLTGLVFYLPTDSGEKMTLSISVLLSLTVFLLVIVELIPSTSSAVPLIGKYMLFTMVFVIASIIITVIVINTHHRSPSTHVMPNWVRKVFIDTIPNIMFFSTMKRPSREKQDKKIFTEDIDISDISGKPGPPPMGFHSPLIKHPEVKSAIEGIKYIAETMKSDQESNNAAAEWKYVAMVMDHILLGVFMLVCIIGTLAVFAGRLIELNQQG. The small molecule is CN1C(=O)[C@@H](CN2CCCCC2)C[C@H]1C#Cc1ccccc1. (5) The compound is CC(F)(F)c1ccc(S(=O)(=O)c2nnn3c2nc(NCc2cccs2)c2sccc23)cc1. The target protein (Q8VHL0) has sequence MEDSPTMVKVDRGENQILSCRGRRCGFKVLGYVTGDMKEFANWLKDKPVVLQFMDWILRGISQVVFVSNPISGILILVGLLVQNPWWALCGCVGTVVSTLTALLLSQDRSAIAAGLQGYNATLVGILMAVFSNKGDYFWWLIFPVSAMSMTCPVFSSALSSVLSKWDLPVFTLPFNMALSMYLSATGHYNTFFPSKLFTPVSSVPNITWSELSALELLKSLPVGVGQIYGCDNPWTGGIFLCAILLSSPLMCLHAAIGSLLGVIAGLSLAAPFEDIYFGLWGFNSSLACIAIGGMFMALTWQTHLLALACALFTAYFGACMAHLMAVVHLPACTWSFCLATLLFLLLTTKNPNIYRMPLSKVTYSEENRIFYLQNKKRMVESPL. The pIC50 is 7.8. (6) The small molecule is N=C1N[C@H]2[C@H](COC(=O)NC3CCCCC3)NC(=N)N3CCC(O)(O)[C@]23N1. The target protein sequence is MASSSLPNLVPPGPHCLRPFTPESLAAIEQRAVEEEARLQRNKQMEIEEPERKPRSDLEAGKNLPLIYGDPPPEVIGIPLEDLDPYYSDKKTFIVLNKGKAIFRFSATPALYLLSPFSIVRRVAIKVLIHALFSMFIMITILTNCVFMTMSNPPSWSKHVEYTFTGIYTFESLIKMLARGFCIDDFTFLRDPWNWLDFSVITMAYVTEFVDLGNISALRTFRVLRALKTITVIPGLKTIVGALIQSVKKLSDVMILTVFCLSVFALVGLQLFMGNLRQKCVRWPPPMNDTNTTWYGNDTWYSNDTWYGNDTWYINDTWNSQESWAGNSTFDWEAYINDEGNFYFLEGSNDALLCGNSSDAGHCPEGYECIKAGRNPNYGYTSYDTFSWAFLALFRLMTQDYWENLFQLTLRAAGKTYMIFFVVIIFLGSFYLINLILAVVAMAYAEQNEATLAEDQEKEEEFQQMLEKYKKHQEELEKAKAAQALESGEEADGDPTHNKD.... The pIC50 is 6.0. (7) The small molecule is CC(C)(Oc1ccc(F)cc1)C1OCC(C/C=C\CCC(=O)O)C(c2cccnc2)O1. The target protein (Q16647) has sequence MAWAALLGLLAALLLLLLLSRRRTRRPGEPPLDLGSIPWLGYALDFGKDAASFLTRMKEKHGDIFTILVGGRYVTVLLDPHSYDAVVWEPRTRLDFHAYAIFLMERIFDVQLPHYSPSDEKARMKLTLLHRELQALTEAMYTNLHAVLLGDATEAGSGWHEMGLLDFSYSFLLRAGYLTLYGIEALPRTHESQAQDRVHSADVFHTFRQLDRLLPKLARGSLSVGDKDHMCSVKSRLWKLLSPARLARRAHRSKWLESYLLHLEEMGVSEEMQARALVLQLWATQGNMGPAAFWLLLFLLKNPEALAAVRGELESILWQAEQPVSQTTTLPQKVLDSTPVLDSVLSESLRLTAAPFITREVVVDLAMPMADGREFNLRRGDRLLLFPFLSPQRDPEIYTDPEVFKYNRFLNPDGSEKKDFYKDGKRLKNYNMPWGAGHNHCLGRSYAVNSIKQFVFLVLVHLDLELINADVEIPEFDLSRYGFGLMQPEHDVPVRYRIRP.... The pIC50 is 5.7.